This data is from Experimentally validated miRNA-target interactions with 360,000+ pairs, plus equal number of negative samples. The task is: Binary Classification. Given a miRNA mature sequence and a target amino acid sequence, predict their likelihood of interaction. (1) The miRNA is mmu-miR-882 with sequence AGGAGAGAGUUAGCGCAUUAGU. The protein sequence of the target gene is MGQPAKVLQLFKTLHRTRQQVFKNDKRALEAARVKINEEFKKHKNETSPEKIKEMMKLGSDVELLLRTAVIQGIHTDHDTLQLVPRKDLLTENVPYCDAPTQKQ. Result: 1 (interaction). (2) The miRNA is hsa-miR-26a-5p with sequence UUCAAGUAAUCCAGGAUAGGCU. The protein sequence of the target gene is MALQLSREQGITLRGSAEIVAEFFSFGINSILYQRGIYPSETFTRVQKYGLTLLVTTDLELIKYLNNVVEQLKDWLYKCSVQKLVVVISNIESGEVLERWQFDIECDKTAKDDSAPREKSQKAIQDEIRSVIRQITATVTFLPLLEVSCSFDLLIYTDKDLVVPEKWEESGPQFITNSEEVRLRSFTTTIHKVNSMVAYKIPVND. Result: 1 (interaction). (3) Result: 0 (no interaction). The miRNA is hsa-miR-6821-3p with sequence UGACCUCUCCGCUCCGCACAG. The protein sequence of the target gene is MGCIKSKENKSPAIKYTPENLTEPVSPSASHYGVEHATVAPTSSTKGASVNFNSLSMTPFGGSSGVTPFGGASSSFSVVSSSYPTGLTGGVTIFVALYDYEARTTEDLSFKKGERFQIINNTEGDWWEARSIATGKSGYIPSNYVVPADSIQAEEWYFGKMGRKDAERLLLNPGNQRGIFLVRESETTKGAYSLSIRDWDEVRGDNVKHYKIRKLDNGGYYITTRAQFDTLQKLVKHYTEHADGLCHKLTTVCPTVKPQTQGLAKDAWEIPRESLRLEVKLGQGCFGEVWMGTWNGTTKV.... (4) The miRNA is mmu-miR-376a-3p with sequence AUCGUAGAGGAAAAUCCACGU. The protein sequence of the target gene is MFEARLIQGSILKKVLEALKDLINEACWDVSSGGVNLQSMDSSHVSLVQLTLRSEGFDTYRCDRNLAMGVNLTSMSKILKCAGNEDIITLRAEDNADTLALVFEAPNQEKVSDYEMKLMDLDVEQLGIPEQEYSCVIKMPSGEFARICRDLSHIGDAVVISCAKNGVKFSASGELGNGNIKLSQTSNVDKEEEAVTIEMNEPVHLTFALRYLNFFTKATPLSPTVTLSMSADVPLVVEYKIADMGHLKYYLAPKIEDEEAS. Result: 1 (interaction). (5) The miRNA is mmu-miR-449b with sequence AGGCAGUGUUGUUAGCUGGC. The protein sequence of the target gene is MTNEEPLPKKVRLSETDFKVMARDELILRWKQYEAYVQALEGKYTDLNSNDVTGLRESEEKLKQQQQESARRENILVMRLATKEQEMQECTTQIQYLKQVQQPSVAQLRSTMVDPAINLFFLKMKGELEQTKDKLEQAQNELSAWKFTPDSQTGKKLMAKCRMLIQENQELGRQLSQGRIAQLEAELALQKKYSEELKSSQDELNDFIIQLDEEVEGMQSTILVLQQQLKETRQQLAQYQQQQSQASAPSTSRTTSSEPVDQAEVTSKDCSRLANGPSNGSSSRQRTSGSGFHREGSTPE.... Result: 0 (no interaction).